Task: Regression/Classification. Given a drug SMILES string, predict its absorption, distribution, metabolism, or excretion properties. Task type varies by dataset: regression for continuous measurements (e.g., permeability, clearance, half-life) or binary classification for categorical outcomes (e.g., BBB penetration, CYP inhibition). Dataset: cyp2c19_veith.. Dataset: CYP2C19 inhibition data for predicting drug metabolism from PubChem BioAssay (1) The molecule is O=C(NCCN1CCOCC1)c1ccccc1[N+](=O)[O-]. The result is 0 (non-inhibitor). (2) The compound is COCCn1c(=O)cnc2cnc(Oc3ccc(OC)cc3)nc21. The result is 0 (non-inhibitor). (3) The compound is Cc1ccccc1-c1nc(-n2ccnc2)c2ccccc2n1. The result is 1 (inhibitor).